Dataset: Forward reaction prediction with 1.9M reactions from USPTO patents (1976-2016). Task: Predict the product of the given reaction. (1) Given the reactants [CH2:1]([O:4][C:5]1[C:13]([C:14]([F:17])([F:16])[F:15])=[CH:12][CH:11]=[C:10]([CH2:18][O:19][C:20]2[CH:25]=[CH:24][C:23]([C:26]3[CH:31]=[CH:30][C:29]([C:32]4([C:35]([O:37][CH2:38][CH:39]=[CH2:40])=[O:36])[CH2:34][CH2:33]4)=[CH:28][CH:27]=3)=[CH:22][CH:21]=2)[C:6]=1[C:7]([OH:9])=[O:8])[CH:2]=[CH2:3].[C:41](OC(O[C:41]([CH3:44])([CH3:43])[CH3:42])N(C)C)([CH3:44])([CH3:43])[CH3:42], predict the reaction product. The product is: [CH2:1]([O:4][C:5]1[C:13]([C:14]([F:16])([F:17])[F:15])=[CH:12][CH:11]=[C:10]([CH2:18][O:19][C:20]2[CH:25]=[CH:24][C:23]([C:26]3[CH:27]=[CH:28][C:29]([C:32]4([C:35]([O:37][CH2:38][CH:39]=[CH2:40])=[O:36])[CH2:34][CH2:33]4)=[CH:30][CH:31]=3)=[CH:22][CH:21]=2)[C:6]=1[C:7]([O:9][C:41]([CH3:44])([CH3:43])[CH3:42])=[O:8])[CH:2]=[CH2:3]. (2) The product is: [Br:1][C:2]1[CH:3]=[C:4]([CH3:11])[C:5]([CH2:6][N:7]=[C:13]=[O:15])=[C:8]([CH3:10])[CH:9]=1. Given the reactants [Br:1][C:2]1[CH:9]=[C:8]([CH3:10])[C:5]([CH2:6][NH2:7])=[C:4]([CH3:11])[CH:3]=1.Cl[C:13](Cl)([O:15]C(=O)OC(Cl)(Cl)Cl)Cl.C1(C2(CC(O)(C)C)OC(=O)N([C@H](C3C=CC(C4C=CN(C)C(=O)C=4)=CC=3)C)CC2)CC1, predict the reaction product. (3) Given the reactants Br[C:2]1[CH:14]=[CH:13][C:5]([NH:6][C:7](=[O:12])[C:8]([CH3:11])([CH3:10])[CH3:9])=[CH:4][CH:3]=1.[Li]C(C)(C)C.[B:20](OC)([O:23]C)[O:21]C.Cl, predict the reaction product. The product is: [CH3:9][C:8]([CH3:11])([CH3:10])[C:7]([NH:6][C:5]1[CH:13]=[CH:14][C:2]([B:20]([OH:23])[OH:21])=[CH:3][CH:4]=1)=[O:12]. (4) The product is: [F:21][C:22]1[CH:30]=[C:29]2[C:25]([C:26]([C:40]3[CH:54]=[CH:53][C:43]4[NH:44][C:45]([CH2:47][CH2:48][S:49]([CH3:52])(=[O:51])=[O:50])=[N:46][C:42]=4[CH:41]=3)=[CH:27][NH:28]2)=[CH:24][CH:23]=1. Given the reactants FC1C=C2C(C(I)=CN2S(C2C=CC=CC=2)(=O)=O)=CC=1.[F:21][C:22]1[CH:30]=[C:29]2[C:25]([C:26]([C:40]3[CH:54]=[CH:53][C:43]4[NH:44][C:45]([CH2:47][CH2:48][S:49]([CH3:52])(=[O:51])=[O:50])=[N:46][C:42]=4[CH:41]=3)=[CH:27][N:28]2S(C2C=CC=CC=2)(=O)=O)=[CH:24][CH:23]=1, predict the reaction product. (5) Given the reactants [Cl:1][C:2]1[C:7]2[S:8][CH:9]=[CH:10][C:6]=2[N:5]=[CH:4][CH:3]=1.C([Li])CCC.Br[C:17]1[N:22]=[CH:21][C:20]([CH2:23][CH2:24][N:25]2[CH2:29][CH2:28][CH2:27][C:26]2=[O:30])=[CH:19][CH:18]=1, predict the reaction product. The product is: [Cl:1][C:2]1[CH:3]=[CH:4][N:5]=[C:6]2[CH:10]=[C:9]([C:17]3[N:22]=[CH:21][C:20]([CH2:23][CH2:24][N:25]4[CH2:29][CH2:28][CH2:27][C:26]4=[O:30])=[CH:19][CH:18]=3)[S:8][C:7]=12. (6) Given the reactants [Cl:1][C:2]1[CH:3]=[CH:4][C:5]2[NH:10][C:9](=[O:11])[O:8][C:7]([CH2:16][CH2:17][CH2:18][NH:19][C:20](=[O:28])[C:21]3[CH:26]=[CH:25][C:24]([F:27])=[CH:23][CH:22]=3)([C:12]([F:15])([F:14])[F:13])[C:6]=2[CH:29]=1.CCCCCC, predict the reaction product. The product is: [Cl:1][C:2]1[CH:3]=[CH:4][C:5]2[NH:10][C:9](=[O:11])[O:8][C@@:7]([CH2:16][CH2:17][CH2:18][NH:19][C:20](=[O:28])[C:21]3[CH:22]=[CH:23][C:24]([F:27])=[CH:25][CH:26]=3)([C:12]([F:15])([F:14])[F:13])[C:6]=2[CH:29]=1. (7) The product is: [NH4+:4].[OH-:2].[CH3:1][O:2][C:3]1[N:12]=[C:11]([C:13]2[CH:18]=[CH:17][C:16]([C:19]([F:22])([F:21])[F:20])=[CH:15][C:14]=2[O:23][CH3:24])[C:10]2[C:5](=[CH:6][C:7]([S:25]([NH:34][C:30]3[S:29][CH:33]=[CH:32][N:31]=3)(=[O:27])=[O:26])=[CH:8][CH:9]=2)[N:4]=1. Given the reactants [CH3:1][O:2][C:3]1[N:12]=[C:11]([C:13]2[CH:18]=[CH:17][C:16]([C:19]([F:22])([F:21])[F:20])=[CH:15][C:14]=2[O:23][CH3:24])[C:10]2[C:5](=[CH:6][C:7]([S:25](Cl)(=[O:27])=[O:26])=[CH:8][CH:9]=2)[N:4]=1.[S:29]1[CH:33]=[CH:32][N:31]=[C:30]1[NH2:34].CN1C=CN=C1, predict the reaction product. (8) Given the reactants FC(F)(F)C(O)=O.[CH:8]([O:11][C:12]1[C:20]2[N:19]=[C:18]([CH2:21][O:22][C:23]3[CH:28]=[CH:27][C:26]([Cl:29])=[CH:25][CH:24]=3)[N:17]([CH2:30][CH2:31][CH2:32][CH:33]3[CH2:38][CH2:37][NH:36][CH2:35][CH2:34]3)[C:16]=2[CH:15]=[CH:14][CH:13]=1)([CH3:10])[CH3:9].C(=O)([O-])[O-].[K+].[K+].[C:45]1([CH2:51][CH2:52][CH2:53]Br)[CH:50]=[CH:49][CH:48]=[CH:47][CH:46]=1, predict the reaction product. The product is: [CH:8]([O:11][C:12]1[C:20]2[N:19]=[C:18]([CH2:21][O:22][C:23]3[CH:24]=[CH:25][C:26]([Cl:29])=[CH:27][CH:28]=3)[N:17]([CH2:30][CH2:31][CH2:32][CH:33]3[CH2:34][CH2:35][N:36]([CH2:53][CH2:52][CH2:51][C:45]4[CH:50]=[CH:49][CH:48]=[CH:47][CH:46]=4)[CH2:37][CH2:38]3)[C:16]=2[CH:15]=[CH:14][CH:13]=1)([CH3:10])[CH3:9].